From a dataset of Reaction yield outcomes from USPTO patents with 853,638 reactions. Predict the reaction yield, written as a fraction of the theoretical maximum amount of product (1.0 means a 100% yield; for example, 0.34 means a 34% yield). (1) The reactants are [NH2:1][C:2]1[CH:3]=[C:4]([CH:20]=[CH:21][CH:22]=1)[CH2:5][O:6][C:7]1[CH:12]=[CH:11][C:10]([C:13](=[O:15])[CH3:14])=[C:9]([OH:16])[C:8]=1[CH2:17][CH2:18][CH3:19].[CH3:23][O:24][C:25](=[O:33])[C:26]1[CH:31]=[C:30](Br)[CH:29]=[N:28][CH:27]=1.C(=O)([O-])[O-].[Cs+].[Cs+].C1(P(C2C=CC=CC=2)C2C=CC3C(=CC=CC=3)C=2C2C3C(=CC=CC=3)C=CC=2P(C2C=CC=CC=2)C2C=CC=CC=2)C=CC=CC=1.C(O)(=O)CC(CC(O)=O)(C(O)=O)O. The catalyst is C1(C)C=CC=CC=1.C([O-])(=O)C.[Pd+2].C([O-])(=O)C. The product is [CH3:23][O:24][C:25](=[O:33])[C:26]1[CH:31]=[C:30]([NH:1][C:2]2[CH:22]=[CH:21][CH:20]=[C:4]([CH2:5][O:6][C:7]3[CH:12]=[CH:11][C:10]([C:13](=[O:15])[CH3:14])=[C:9]([OH:16])[C:8]=3[CH2:17][CH2:18][CH3:19])[CH:3]=2)[CH:29]=[N:28][CH:27]=1. The yield is 0.380. (2) The reactants are [CH2:1]([O:3][C:4]1[CH:12]=[CH:11][C:7]([C:8](O)=[O:9])=[CH:6][C:5]=1[C:13]([F:16])([F:15])[F:14])[CH3:2].[CH:17]1C=CC2N(O)N=NC=2C=1.CCN=C=NCCCN(C)C.O[N:39]=[C:40]([C:42]1[C:43]2[CH2:44][CH2:45][CH:46]([OH:51])[C:47]=2[CH:48]=[CH:49][CH:50]=1)[NH2:41].[Na+].[Cl-]. The catalyst is CN(C=O)C. The product is [CH:1]([O:3][C:4]1[CH:12]=[CH:11][C:7]([C:8]2[O:9][N:41]=[C:40]([C:42]3[CH:50]=[CH:49][CH:48]=[C:47]4[C:43]=3[CH2:44][CH2:45][CH:46]4[OH:51])[N:39]=2)=[CH:6][C:5]=1[C:13]([F:16])([F:15])[F:14])([CH3:2])[CH3:17]. The yield is 0.630.